Task: Predict the reaction yield, written as a fraction of the theoretical maximum amount of product (1.0 means a 100% yield; for example, 0.34 means a 34% yield).. Dataset: Reaction yield outcomes from USPTO patents with 853,638 reactions (1) The yield is 0.810. The reactants are [NH2:1][C:2]1[NH:7][C:6](=[O:8])[CH:5]=[C:4]([CH3:9])[N:3]=1.[N+:10]([O-])([OH:12])=[O:11].C(OCC)C. The catalyst is OS(O)(=O)=O. The product is [NH2:1][C:2]1[NH:7][C:6](=[O:8])[C:5]([N+:10]([O-:12])=[O:11])=[C:4]([CH3:9])[N:3]=1. (2) The yield is 0.957. The product is [N:4]12[CH2:9][CH2:8][C:7]([C:10]([O:12][CH2:13][CH3:14])=[O:11])([CH2:6][CH2:5]1)[CH2:2][CH2:3]2. The reactants are Cl[CH2:2][CH2:3][N:4]1[CH2:9][CH2:8][CH:7]([C:10]([O:12][CH2:13][CH3:14])=[O:11])[CH2:6][CH2:5]1.[Li+].CC([N-]C(C)C)C. The catalyst is C1COCC1. (3) The reactants are Br[C:2]1[CH:7]=[CH:6][C:5]([C:8]2[NH:13][C:12](=[O:14])[NH:11][CH:10]([C:15]3[CH:20]=[C:19]([N+:21]([O-:23])=[O:22])[C:18]([OH:24])=[C:17]([O:25][CH2:26][CH3:27])[CH:16]=3)[C:9]=2[C:28]2[CH:33]=[CH:32][CH:31]=[CH:30][CH:29]=2)=[CH:4][CH:3]=1.[C:34]1([C:40]([C:42]2[CH:47]=[CH:46][CH:45]=[CH:44][CH:43]=2)=[NH:41])[CH:39]=[CH:38][CH:37]=[CH:36][CH:35]=1.C([O-])([O-])=O.[Cs+].[Cs+].CC1(C)C2C(=C(P(C3C=CC=CC=3)C3C=CC=CC=3)C=CC=2)OC2C(P(C3C=CC=CC=3)C3C=CC=CC=3)=CC=CC1=2. The catalyst is O1CCOCC1.C1C=CC(/C=C/C(/C=C/C2C=CC=CC=2)=O)=CC=1.C1C=CC(/C=C/C(/C=C/C2C=CC=CC=2)=O)=CC=1.C1C=CC(/C=C/C(/C=C/C2C=CC=CC=2)=O)=CC=1.[Pd].[Pd]. The product is [C:34]1([C:40](=[N:41][C:2]2[CH:7]=[CH:6][C:5]([C:8]3[NH:13][C:12](=[O:14])[NH:11][CH:10]([C:15]4[CH:20]=[C:19]([N+:21]([O-:23])=[O:22])[C:18]([OH:24])=[C:17]([O:25][CH2:26][CH3:27])[CH:16]=4)[C:9]=3[C:28]3[CH:33]=[CH:32][CH:31]=[CH:30][CH:29]=3)=[CH:4][CH:3]=2)[C:42]2[CH:43]=[CH:44][CH:45]=[CH:46][CH:47]=2)[CH:39]=[CH:38][CH:37]=[CH:36][CH:35]=1. The yield is 0.350. (4) The reactants are [Cl:1][C:2]1[CH:9]=[CH:8][C:5]([C:6]#[N:7])=[CH:4][C:3]=1[N+:10]([O-])=O.O.O.[Sn](Cl)(Cl)(Cl)Cl. No catalyst specified. The product is [NH2:10][C:3]1[CH:4]=[C:5]([CH:8]=[CH:9][C:2]=1[Cl:1])[C:6]#[N:7]. The yield is 0.980.